From a dataset of Catalyst prediction with 721,799 reactions and 888 catalyst types from USPTO. Predict which catalyst facilitates the given reaction. (1) Reactant: C(NC(C)C)(C)C.C([Li])CCC.[CH3:13][CH2:14][C:15](=[O:18])[CH2:16][CH3:17].[C:19]([O:23][C:24]([N:26]1[CH2:31][CH2:30][CH:29]([CH:32]=[O:33])[CH2:28][CH2:27]1)=[O:25])([CH3:22])([CH3:21])[CH3:20]. Product: [C:19]([O:23][C:24]([N:26]1[CH2:31][CH2:30][CH:29]([CH:32]([OH:33])[CH:14]([CH3:13])[C:15](=[O:18])[CH2:16][CH3:17])[CH2:28][CH2:27]1)=[O:25])([CH3:22])([CH3:21])[CH3:20]. The catalyst class is: 1. (2) Reactant: Br[C:2]1[CH:3]=[C:4]2[C:8](=[C:9]([NH2:11])[CH:10]=1)[N:7]([S:12]([C:15]1[CH:20]=[CH:19][C:18]([O:21][CH3:22])=[CH:17][CH:16]=1)(=[O:14])=[O:13])[CH2:6][CH2:5]2.CC(N=NC(C#N)(C)C)(C#N)C.CCCC[SnH](CCCC)CCCC. Product: [CH3:22][O:21][C:18]1[CH:19]=[CH:20][C:15]([S:12]([N:7]2[C:8]3[C:4](=[CH:3][CH:2]=[CH:10][C:9]=3[NH2:11])[CH2:5][CH2:6]2)(=[O:13])=[O:14])=[CH:16][CH:17]=1. The catalyst class is: 11.